This data is from Catalyst prediction with 721,799 reactions and 888 catalyst types from USPTO. The task is: Predict which catalyst facilitates the given reaction. (1) Reactant: CS[CH2:3][CH2:4][N:5]1[C:13](=[O:14])[C:12]2[C:7](=[CH:8][CH:9]=[CH:10][CH:11]=2)[C:6]1=[O:15].O[O:17][S:18]([O-:20])=O.[K+].[CH3:22]O. Product: [CH3:22][S:18]([CH2:3][CH2:4][N:5]1[C:13](=[O:14])[C:12]2[C:7](=[CH:8][CH:9]=[CH:10][CH:11]=2)[C:6]1=[O:15])(=[O:20])=[O:17]. The catalyst class is: 6. (2) Reactant: Cl.C([O:9][C:10]1[CH:19]=[C:18]2[C:13]([C:14]([NH:20][C:21]3[CH:26]=[CH:25][CH:24]=[C:23]([Cl:27])[C:22]=3[F:28])=[N:15][CH:16]=[N:17]2)=[CH:12][C:11]=1[O:29][CH3:30])C1C=CC=CC=1. Product: [Cl:27][C:23]1[C:22]([F:28])=[C:21]([NH:20][C:14]2[C:13]3[C:18](=[CH:19][C:10]([OH:9])=[C:11]([O:29][CH3:30])[CH:12]=3)[N:17]=[CH:16][N:15]=2)[CH:26]=[CH:25][CH:24]=1. The catalyst class is: 55. (3) Reactant: [CH3:1][O:2][C:3]([C:5]1[S:9][C:8]2[C:10]([N+:14]([O-])=O)=[CH:11][CH:12]=[CH:13][C:7]=2[CH:6]=1)=[O:4].[H][H]. Product: [CH3:1][O:2][C:3]([C:5]1[S:9][C:8]2[C:10]([NH2:14])=[CH:11][CH:12]=[CH:13][C:7]=2[CH:6]=1)=[O:4]. The catalyst class is: 99. (4) Reactant: [CH2:1]([NH:3][C:4]1[C:9]([CH:10]=O)=[CH:8][N:7]=[C:6]2[NH:12][CH:13]=[CH:14][C:5]=12)[CH3:2].[Cl:15][C:16]1[C:22]([O:23][CH3:24])=[CH:21][C:20]([O:25][CH3:26])=[C:19]([F:27])[C:17]=1[NH2:18].CC1(C)C2CC[C@@]1(CS(O)(=O)=O)C(=O)C2.C1(C)C=CC=CC=1.[AlH4-].[Li+]. Product: [Cl:15][C:16]1[C:22]([O:23][CH3:24])=[CH:21][C:20]([O:25][CH3:26])=[C:19]([F:27])[C:17]=1[NH:18][CH2:10][C:9]1[CH:8]=[N:7][C:6]2[NH:12][CH:13]=[CH:14][C:5]=2[C:4]=1[NH:3][CH2:1][CH3:2]. The catalyst class is: 6. (5) Reactant: [NH2:1][C:2]1[N:7]=[C:6](Cl)[C:5]([C:9]#[N:10])=[C:4]([S:11]([CH3:13])=O)[N:3]=1.[SH:14][CH2:15][CH2:16][C:17]1[CH:22]=[CH:21][CH:20]=[CH:19][N:18]=1.[CH2:23]1[CH2:33][CH2:32][N:31]2[C:26](=NCCC2)[CH2:25][CH2:24]1.O. Product: [NH2:1][C:2]1[N:7]=[C:6]([S:14][CH2:15][CH2:16][C:17]2[CH:22]=[CH:21][CH:20]=[CH:19][N:18]=2)[C:5]([C:9]#[N:10])=[C:4]([S:11][CH2:13][CH2:25][C:26]2[CH:24]=[CH:23][CH:33]=[CH:32][N:31]=2)[N:3]=1. The catalyst class is: 57. (6) Reactant: C[O:2][C:3]([C:5]1[C:6]([O:15][C:16]2[CH:21]=[CH:20][C:19]([CH2:22][C@H:23]([NH:26][CH2:27][C@H:28]([OH:37])[CH2:29][O:30][C:31]3[CH:36]=[CH:35][CH:34]=[CH:33][CH:32]=3)[CH2:24][OH:25])=[CH:18][CH:17]=2)=[N:7][C:8]2[C:13]([CH:14]=1)=[CH:12][CH:11]=[CH:10][CH:9]=2)=O.[OH-].[NH4+:39]. Product: [OH:25][CH2:24][C@@H:23]([NH:26][CH2:27][C@H:28]([OH:37])[CH2:29][O:30][C:31]1[CH:32]=[CH:33][CH:34]=[CH:35][CH:36]=1)[CH2:22][C:19]1[CH:18]=[CH:17][C:16]([O:15][C:6]2[C:5]([C:3]([NH2:39])=[O:2])=[CH:14][C:13]3[C:8](=[CH:9][CH:10]=[CH:11][CH:12]=3)[N:7]=2)=[CH:21][CH:20]=1. The catalyst class is: 12.